Dataset: Full USPTO retrosynthesis dataset with 1.9M reactions from patents (1976-2016). Task: Predict the reactants needed to synthesize the given product. (1) Given the product [C:32]([Si:36]([CH3:53])([CH3:52])[O:37][CH:38]([C:40]1[O:41][C:42]([CH2:45][N:46]2[N:50]=[C:49]([NH:51][C:14]([C:10]3[N:11]=[CH:12][O:13][C:9]=3[C:5]3[CH:4]=[C:3]([CH3:17])[CH:8]=[CH:7][CH:6]=3)=[O:16])[CH:48]=[N:47]2)=[CH:43][N:44]=1)[CH3:39])([CH3:35])([CH3:34])[CH3:33], predict the reactants needed to synthesize it. The reactants are: N#N.[C:3]1([CH3:17])[CH:8]=[CH:7][CH:6]=[C:5]([C:9]2[O:13][CH:12]=[N:11][C:10]=2[C:14]([OH:16])=O)[CH:4]=1.C1C=CC2N(O)N=NC=2C=1.C(Cl)CCl.[C:32]([Si:36]([CH3:53])([CH3:52])[O:37][CH:38]([C:40]1[O:41][C:42]([CH2:45][N:46]2[N:50]=[C:49]([NH2:51])[CH:48]=[N:47]2)=[CH:43][N:44]=1)[CH3:39])([CH3:35])([CH3:34])[CH3:33]. (2) Given the product [CH3:29][N:28]([CH3:30])[CH2:27][C:26]([N:23]1[C:24]2[C:20](=[CH:19][CH:18]=[C:17]([N:11]3[C:12](=[O:16])[C:13]([CH3:15])([CH3:14])[N:9]([CH2:8][C:6]4[CH:5]=[CH:4][N:3]=[C:2]([NH:39][C:37](=[O:38])[N:36]([CH3:40])[CH3:35])[CH:7]=4)[C:10]3=[O:34])[CH:25]=2)[C:21]([CH3:33])([CH3:32])[CH2:22]1)=[O:31], predict the reactants needed to synthesize it. The reactants are: Cl[C:2]1[CH:7]=[C:6]([CH2:8][N:9]2[C:13]([CH3:15])([CH3:14])[C:12](=[O:16])[N:11]([C:17]3[CH:25]=[C:24]4[C:20]([C:21]([CH3:33])([CH3:32])[CH2:22][N:23]4[C:26](=[O:31])[CH2:27][N:28]([CH3:30])[CH3:29])=[CH:19][CH:18]=3)[C:10]2=[O:34])[CH:5]=[CH:4][N:3]=1.[CH3:35][N:36]([CH3:40])[C:37]([NH2:39])=[O:38].CC1(C)C2C=CC(P(C3C=CC=CC=3)C3C=CC=CC=3)=CC=2OC2C1=CC=C(P(C1C=CC=CC=1)C1C=CC=CC=1)C=2.C(=O)([O-])[O-].[Cs+].[Cs+]. (3) Given the product [Cl:12][C:9]1[CH:10]=[CH:11][C:6](/[C:2](/[Cl:1])=[CH:3]/[CH2:4][Cl:15])=[CH:7][CH:8]=1, predict the reactants needed to synthesize it. The reactants are: [Cl:1]/[C:2](/[C:6]1[CH:11]=[CH:10][C:9]([Cl:12])=[CH:8][CH:7]=1)=[CH:3]\[CH2:4]O.S(Cl)([Cl:15])=O. (4) Given the product [CH3:21][C:13]1[C:12]([O:11][CH:10]([F:9])[F:22])=[CH:17][CH:16]=[CH:15][C:14]=1[N:5]1[C:30](=[O:31])[N:29]([CH3:28])[N:7]=[N:6]1, predict the reactants needed to synthesize it. The reactants are: [Cl-].[Cl-].[Cl-].[Al+3].[N-:5]=[N+:6]=[N-:7].[Na+].[F:9][CH:10]([F:22])[O:11][C:12]1[CH:17]=[CH:16][CH:15]=[C:14](N=C=O)[C:13]=1[CH3:21].N([O-])=O.[Na+].Cl.[CH3:28][N:29](C)[CH:30]=[O:31]. (5) Given the product [Cl:1][C:2]1[CH:3]=[CH:4][C:5]([S:8][C:9]2[CH:19]=[CH:18][C:12]([C:13]([OH:15])=[O:14])=[CH:11][C:10]=2[N+:20]([O-:22])=[O:21])=[CH:6][CH:7]=1, predict the reactants needed to synthesize it. The reactants are: [Cl:1][C:2]1[CH:7]=[CH:6][C:5]([S:8][C:9]2[CH:19]=[CH:18][C:12]([C:13]([O:15]CC)=[O:14])=[CH:11][C:10]=2[N+:20]([O-:22])=[O:21])=[CH:4][CH:3]=1.[OH-].[Na+].